Dataset: Catalyst prediction with 721,799 reactions and 888 catalyst types from USPTO. Task: Predict which catalyst facilitates the given reaction. (1) Reactant: [CH2:1]([O:3][C:4](=[O:31])[CH2:5][CH2:6][C:7]([C:24]([O:26][C:27]([CH3:30])([CH3:29])[CH3:28])=[O:25])=[CH:8][C:9]1[O:10][C:11]([C:14]([O:16]CC2C=CC=CC=2)=[O:15])=[CH:12][CH:13]=1)[CH3:2]. Product: [C:27]([O:26][C:24]([CH:7]([CH2:6][CH2:5][C:4]([O:3][CH2:1][CH3:2])=[O:31])[CH2:8][C:9]1[O:10][C:11]([C:14]([OH:16])=[O:15])=[CH:12][CH:13]=1)=[O:25])([CH3:30])([CH3:29])[CH3:28]. The catalyst class is: 29. (2) Reactant: [Cl:1][C:2]1[C:11]2[C:6](=[CH:7][CH:8]=[CH:9][CH:10]=2)[C:5]([CH2:12][C:13]2[CH:18]=[CH:17][N:16]=[CH:15][CH:14]=2)=[N:4][N:3]=1.[Cl:19][C:20]1[CH:26]=[CH:25][C:23]([NH2:24])=[CH:22][CH:21]=1. Product: [ClH:1].[Cl:19][C:20]1[CH:26]=[CH:25][C:23]([NH:24][C:2]2[C:11]3[C:6](=[CH:7][CH:8]=[CH:9][CH:10]=3)[C:5]([CH2:12][C:13]3[CH:18]=[CH:17][N:16]=[CH:15][CH:14]=3)=[N:4][N:3]=2)=[CH:22][CH:21]=1. The catalyst class is: 51. (3) Reactant: C(O[CH2:5][C@@H:6]([CH3:22])[CH2:7][C@@H:8]([CH3:21])[CH2:9][O:10]S(C1C=CC(C)=CC=1)(=O)=O)(=O)C.[CH:23]([Mg]Br)([CH3:25])[CH3:24].[H-].[Al+3].[Li+].[H-].[H-].[H-]. Product: [CH3:21][C@@H:8]([CH2:7][C@@H:6]([CH3:22])[CH2:5][CH:23]([CH3:25])[CH3:24])[CH2:9][OH:10]. The catalyst class is: 7.